Dataset: Full USPTO retrosynthesis dataset with 1.9M reactions from patents (1976-2016). Task: Predict the reactants needed to synthesize the given product. Given the product [CH3:1][O:2][C:3]1[C:8]2[O:9][CH2:10][CH2:11][O:12][C:7]=2[CH:6]=[C:5]([CH:13]([OH:14])[CH3:15])[CH:4]=1, predict the reactants needed to synthesize it. The reactants are: [CH3:1][O:2][C:3]1[C:8]2[O:9][CH2:10][CH2:11][O:12][C:7]=2[CH:6]=[C:5]([CH:13]=[O:14])[CH:4]=1.[CH3:15][Mg]Cl.